The task is: Regression/Classification. Given a drug SMILES string, predict its toxicity properties. Task type varies by dataset: regression for continuous values (e.g., LD50, hERG inhibition percentage) or binary classification for toxic/non-toxic outcomes (e.g., AMES mutagenicity, cardiotoxicity, hepatotoxicity). Dataset: ld50_zhu.. This data is from Acute oral toxicity (LD50) regression data from Zhu et al.. (1) The drug is CNC(=O)Oc1ccc(CC#N)cc1. The rat oral LD50 is 2.57, given as -log10 of the dose in mol/kg body weight (higher means more acutely toxic). (2) The molecule is OCCCCO. The rat oral LD50 is 1.77, given as -log10 of the dose in mol/kg body weight (higher means more acutely toxic).